Dataset: Full USPTO retrosynthesis dataset with 1.9M reactions from patents (1976-2016). Task: Predict the reactants needed to synthesize the given product. (1) Given the product [N:21]1([C:19]2[N:20]=[C:15]([N:14]3[C:8]4[CH:7]=[C:6]([C:4]5[CH:5]=[N:1][N:2]([CH2:37][CH:36]([F:39])[F:35])[CH:3]=5)[N:11]=[CH:10][C:9]=4[CH:12]=[N:13]3)[CH:16]=[CH:17][CH:18]=2)[CH2:27][CH2:26][CH2:25][NH:24][CH2:23][CH2:22]1, predict the reactants needed to synthesize it. The reactants are: [NH:1]1[CH:5]=[C:4]([C:6]2[N:11]=[CH:10][C:9]3[CH:12]=[N:13][N:14]([C:15]4[N:20]=[C:19]([N:21]5[CH2:27][CH2:26][CH2:25][N:24](C(OC(C)(C)C)=O)[CH2:23][CH2:22]5)[CH:18]=[CH:17][CH:16]=4)[C:8]=3[CH:7]=2)[CH:3]=[N:2]1.[F:35][CH:36]([F:39])[CH2:37]I. (2) Given the product [CH3:11][N:10]1[C:3]2[C:2]([O:23][C:20]3[C:19]4[N:18]=[CH:17][CH:16]=[CH:15][C:14]=4[C:13]([NH2:12])=[CH:22][CH:21]=3)=[N:7][CH:6]=[N:5][C:4]=2[CH:8]=[CH:9]1, predict the reactants needed to synthesize it. The reactants are: Cl[C:2]1[C:3]2[N:10]([CH3:11])[CH:9]=[CH:8][C:4]=2[N:5]=[CH:6][N:7]=1.[NH2:12][C:13]1[CH:22]=[CH:21][C:20]([OH:23])=[C:19]2[C:14]=1[CH:15]=[CH:16][CH:17]=[N:18]2.C(=O)([O-])[O-].[K+].[K+]. (3) Given the product [C:1]([NH:5][C:6]([C:8]1[C:16]2[C:11](=[N:12][CH:13]=[C:14]([NH:17][C:18]3[CH:23]=[CH:22][C:21]([CH:24]=[C:25]([C:31]#[N:32])[C:26]([N:28]([CH3:29])[CH3:30])=[O:27])=[CH:20][CH:19]=3)[N:15]=2)[NH:10][CH:9]=1)=[O:7])([CH3:2])([CH3:4])[CH3:3], predict the reactants needed to synthesize it. The reactants are: [C:1]([NH:5][C:6]([C:8]1[C:16]2[C:11](=[N:12][CH:13]=[C:14]([NH:17][C:18]3[CH:23]=[CH:22][C:21]([CH:24]=[C:25]([C:31]#[N:32])[C:26]([N:28]([CH3:30])[CH3:29])=[O:27])=[CH:20][CH:19]=3)[N:15]=2)[N:10](COCC[Si](C)(C)C)[CH:9]=1)=[O:7])([CH3:4])([CH3:3])[CH3:2].C(O)(C(F)(F)F)=O.C(=O)(O)[O-].[Na+]. (4) Given the product [Cl:1][C:2]1[CH:3]=[CH:4][C:5]([CH2:23][NH:24][C:25]2[CH:30]=[CH:29][C:28]([C:36]3[CH:37]=[CH:38][C:33]([F:32])=[C:34]([CH3:42])[CH:35]=3)=[CH:27][CH:26]=2)=[C:6]([C:8]2[CH:9]=[CH:10][C:11]([C:14]([NH:16][CH2:17][CH2:18][C:19]([O:21][CH3:22])=[O:20])=[O:15])=[N:12][CH:13]=2)[CH:7]=1, predict the reactants needed to synthesize it. The reactants are: [Cl:1][C:2]1[CH:3]=[CH:4][C:5]([CH2:23][NH:24][C:25]2[CH:30]=[CH:29][C:28](I)=[CH:27][CH:26]=2)=[C:6]([C:8]2[CH:9]=[CH:10][C:11]([C:14]([NH:16][CH2:17][CH2:18][C:19]([O:21][CH3:22])=[O:20])=[O:15])=[N:12][CH:13]=2)[CH:7]=1.[F:32][C:33]1[CH:38]=[CH:37][C:36](B(O)O)=[CH:35][C:34]=1[CH3:42].C([O-])([O-])=O.[K+].[K+].O. (5) Given the product [C:35]([OH:41])([C:37]([F:40])([F:39])[F:38])=[O:36].[O:34]=[S:2]1(=[O:1])[C:7]2[CH:8]=[CH:9][CH:10]=[CH:11][C:6]=2[CH:5]([C:12]2[CH:33]=[CH:32][C:15]([C:16]([NH:18][C@@H:19]3[CH2:27][C@:22]4([O:26][CH2:25][CH2:24][CH2:23]4)[CH2:21][C@@H:20]3[C:28]([NH:43][OH:44])=[O:29])=[O:17])=[CH:14][CH:13]=2)[CH2:4][CH2:3]1, predict the reactants needed to synthesize it. The reactants are: [O:1]=[S:2]1(=[O:34])[C:7]2[CH:8]=[CH:9][CH:10]=[CH:11][C:6]=2[CH:5]([C:12]2[CH:33]=[CH:32][C:15]([C:16]([NH:18][C@@H:19]3[CH2:27][C@:22]4([O:26][CH2:25][CH2:24][CH2:23]4)[CH2:21][C@@H:20]3[C:28](OC)=[O:29])=[O:17])=[CH:14][CH:13]=2)[CH2:4][CH2:3]1.[C:35]([OH:41])([C:37]([F:40])([F:39])[F:38])=[O:36].Cl.[NH2:43][OH:44]. (6) Given the product [Br:12][C:13]1[CH:14]=[CH:15][C:16]([C:19]2[C:21]([C:23]3[CH:24]=[CH:25][C:26]([Br:29])=[CH:27][CH:28]=3)=[N:1][C:2]3[C:7](=[CH:6][CH:5]=[CH:4][C:3]=3[N+:9]([O-:11])=[O:10])[N:8]=2)=[CH:17][CH:18]=1, predict the reactants needed to synthesize it. The reactants are: [NH2:1][C:2]1[C:7]([NH2:8])=[CH:6][CH:5]=[CH:4][C:3]=1[N+:9]([O-:11])=[O:10].[Br:12][C:13]1[CH:18]=[CH:17][C:16]([C:19]([C:21]([C:23]2[CH:28]=[CH:27][C:26]([Br:29])=[CH:25][CH:24]=2)=O)=O)=[CH:15][CH:14]=1. (7) Given the product [Cl:1][C:2]1[CH:7]=[CH:6][C:5]([C:8]([CH3:20])([CH3:19])[C:9]([NH:11][NH:12][C:13]([C:14]2[C:56]([CH3:57])=[N:21][C:22]3[C:16]([C:15]=2[CH3:52])=[CH:29][CH:30]=[CH:25][CH:23]=3)=[O:18])=[O:10])=[CH:4][CH:3]=1, predict the reactants needed to synthesize it. The reactants are: [Cl:1][C:2]1[CH:7]=[CH:6][C:5]([C:8]([CH3:20])([CH3:19])[C:9]([NH:11][NH:12][C:13](=[O:18])[CH2:14][C:15](=O)[CH3:16])=[O:10])=[CH:4][CH:3]=1.[NH2:21][CH2:22][C:23]([C:25]1[CH:30]=[CH:29]C=CC=1)=O.[O-]S(C(F)(F)F)(=O)=O.[Yb+3].[O-]S(C(F)(F)F)(=O)=O.[O-]S([C:52](F)(F)F)(=O)=O.[CH2:56](OCC)[CH3:57]. (8) Given the product [NH:12]1[CH2:13][CH:10]([N:7]2[C:6]3[CH:21]=[C:2]([Br:1])[CH:3]=[CH:4][C:5]=3[N:9]=[CH:8]2)[CH2:11]1, predict the reactants needed to synthesize it. The reactants are: [Br:1][C:2]1[CH:3]=[CH:4][C:5]2[N:9]=[CH:8][N:7]([CH:10]3[CH2:13][N:12](C(OC(C)(C)C)=O)[CH2:11]3)[C:6]=2[CH:21]=1.C(O)(C(F)(F)F)=O.